This data is from Forward reaction prediction with 1.9M reactions from USPTO patents (1976-2016). The task is: Predict the product of the given reaction. Given the reactants [NH2:1][CH2:2][C@H:3]1[N:10]([C:11]([C:13]2[N:14]=[C:15]([CH3:25])[S:16][C:17]=2[C:18]2[CH:19]=[C:20]([CH3:24])[CH:21]=[CH:22][CH:23]=2)=[O:12])[CH2:9][C@H:8]2[C@@H:4]1[CH2:5][CH:6]([CH3:26])[CH2:7]2.[Br:27][C:28]1[CH:33]=[CH:32][N:31]=[C:30]([C:34](O)=[O:35])[CH:29]=1, predict the reaction product. The product is: [CH3:26][CH:6]1[CH2:5][C@H:4]2[C@H:8]([CH2:9][N:10]([C:11]([C:13]3[N:14]=[C:15]([CH3:25])[S:16][C:17]=3[C:18]3[CH:19]=[C:20]([CH3:24])[CH:21]=[CH:22][CH:23]=3)=[O:12])[C@@H:3]2[CH2:2][NH:1][C:34]([C:30]2[CH:29]=[C:28]([Br:27])[CH:33]=[CH:32][N:31]=2)=[O:35])[CH2:7]1.